From a dataset of Catalyst prediction with 721,799 reactions and 888 catalyst types from USPTO. Predict which catalyst facilitates the given reaction. (1) Reactant: [CH3:1][C:2]1[CH:3]=[C:4]([OH:11])[CH:5]=[CH:6][C:7]=1[N+:8]([O-:10])=[O:9].Br[CH2:13][CH2:14][CH2:15][CH2:16][CH2:17][CH2:18][CH2:19][CH2:20][CH2:21][CH3:22].C(=O)([O-])[O-].[K+].[K+].O. Product: [CH3:1][C:2]1[CH:3]=[C:4]([O:11][CH2:13][CH2:14][CH2:15][CH2:16][CH2:17][CH2:18][CH2:19][CH2:20][CH2:21][CH3:22])[CH:5]=[CH:6][C:7]=1[N+:8]([O-:10])=[O:9]. The catalyst class is: 9. (2) Reactant: [CH2:1]([O:8][C:9]([NH:11][C:12]1([C:22]2[NH:23][C:24](=[O:34])[C:25]([OH:33])=[C:26]([C:28]([O:30][CH2:31][CH3:32])=[O:29])[N:27]=2)[CH2:21][CH2:20][C:15]2(OCC[O:16]2)[CH2:14][CH2:13]1)=[O:10])[C:2]1[CH:7]=[CH:6][CH:5]=[CH:4][CH:3]=1.Cl. Product: [CH2:1]([O:8][C:9]([NH:11][C:12]1([C:22]2[NH:23][C:24](=[O:34])[C:25]([OH:33])=[C:26]([C:28]([O:30][CH2:31][CH3:32])=[O:29])[N:27]=2)[CH2:21][CH2:20][C:15](=[O:16])[CH2:14][CH2:13]1)=[O:10])[C:2]1[CH:7]=[CH:6][CH:5]=[CH:4][CH:3]=1. The catalyst class is: 1. (3) Reactant: [O:1]([C:8]1[CH:9]=[C:10]([CH:23]=[CH:24][CH:25]=1)[C:11]([NH:13][C:14]([CH3:22])([C:16]1[CH:21]=[CH:20][CH:19]=[CH:18][CH:17]=1)[CH3:15])=[O:12])[C:2]1[CH:7]=[CH:6][CH:5]=[CH:4][CH:3]=1.CN(CCN(C)C)C.C([Li])(CC)C.CCCCCC.CN([CH:48]=[O:49])C. Product: [O:1]([C:8]1[CH:25]=[CH:24][CH:23]=[C:10]2[C:9]=1[CH:48]([OH:49])[N:13]([C:14]([CH3:15])([C:16]1[CH:17]=[CH:18][CH:19]=[CH:20][CH:21]=1)[CH3:22])[C:11]2=[O:12])[C:2]1[CH:3]=[CH:4][CH:5]=[CH:6][CH:7]=1. The catalyst class is: 1. (4) Reactant: [C:1]([C:3]1[CH:8]=[CH:7][C:6]([CH:9]2[CH2:14][CH2:13][N:12]([C:15]([C:17]3[CH:18]=[CH:19][C:20]([CH3:32])=[C:21]([NH:23][S:24]([CH2:27][C:28]([O:30]C)=[O:29])(=[O:26])=[O:25])[CH:22]=3)=[O:16])[CH2:11][CH2:10]2)=[CH:5][CH:4]=1)#[N:2].[OH-].[Na+].Cl. Product: [C:1]([C:3]1[CH:4]=[CH:5][C:6]([CH:9]2[CH2:14][CH2:13][N:12]([C:15]([C:17]3[CH:18]=[CH:19][C:20]([CH3:32])=[C:21]([NH:23][S:24]([CH2:27][C:28]([OH:30])=[O:29])(=[O:26])=[O:25])[CH:22]=3)=[O:16])[CH2:11][CH2:10]2)=[CH:7][CH:8]=1)#[N:2]. The catalyst class is: 5. (5) Reactant: CCN(C(C)C)C(C)C.[OH:10][C:11]1[CH:12]=[CH:13][CH:14]=[C:15]2[C:20]=1[O:19][C:18](=[O:21])[C:17]([C:22]([OH:24])=O)=[CH:16]2.CN(C(ON1N=NC2C=CC=NC1=2)=[N+](C)C)C.F[P-](F)(F)(F)(F)F.[CH3:49][N:50]1[C:54]([C:55]2[CH:56]=[C:57]([NH2:61])[CH:58]=[CH:59][CH:60]=2)=[CH:53][CH:52]=[N:51]1. Product: [CH3:49][N:50]1[C:54]([C:55]2[CH:56]=[C:57]([NH:61][C:22]([C:17]3[C:18](=[O:21])[O:19][C:20]4[C:15]([CH:16]=3)=[CH:14][CH:13]=[CH:12][C:11]=4[OH:10])=[O:24])[CH:58]=[CH:59][CH:60]=2)=[CH:53][CH:52]=[N:51]1. The catalyst class is: 3. (6) Reactant: [N+:1]([C:4]1[CH:5]=[C:6]2[C:10](=[CH:11][CH:12]=1)[NH:9][NH:8][C:7]2=[O:13])([O-:3])=[O:2].Br[CH2:15][CH2:16][O:17][CH3:18].[I-].[K+].[OH-].[Na+]. Product: [CH3:18][O:17][CH2:16][CH2:15][N:9]1[C:10]2[C:6](=[CH:5][C:4]([N+:1]([O-:3])=[O:2])=[CH:12][CH:11]=2)[C:7](=[O:13])[NH:8]1. The catalyst class is: 38.